This data is from Forward reaction prediction with 1.9M reactions from USPTO patents (1976-2016). The task is: Predict the product of the given reaction. The product is: [ClH:30].[Cl:30][C:27]1[CH:26]=[CH:25][C:24]([CH2:23][N:19]2[C:17]3=[N:18][C:13]([NH:12][C:11](=[O:31])[CH:9]([NH:7][CH3:6])[CH3:10])=[CH:14][CH:15]=[C:16]3[NH:21][C:20]2=[O:22])=[CH:29][CH:28]=1. Given the reactants C(O[C:6](=O)[N:7]([CH:9]([C:11](=[O:31])[NH:12][C:13]1[N:18]=[C:17]2[N:19]([CH2:23][C:24]3[CH:29]=[CH:28][C:27]([Cl:30])=[CH:26][CH:25]=3)[C:20](=[O:22])[NH:21][C:16]2=[CH:15][CH:14]=1)[CH3:10])C)(C)(C)C.Cl, predict the reaction product.